From a dataset of Catalyst prediction with 721,799 reactions and 888 catalyst types from USPTO. Predict which catalyst facilitates the given reaction. (1) Reactant: [C:1]([C:3]1[CH:4]=[CH:5][C:6]([C@@H:13]2[C:18]([C:19]#[N:20])=[C:17]([CH3:21])[N:16]([C:22]3[CH:27]=[CH:26][CH:25]=[C:24]([C:28]([F:31])([F:30])[F:29])[CH:23]=3)[C:15](=[O:32])[N:14]2[CH3:33])=[C:7]([S:9](Cl)(=[O:11])=[O:10])[CH:8]=1)#[N:2].[NH:34]([CH2:38][CH2:39][OH:40])[CH2:35][CH2:36][OH:37].C(N(CC)CC)C. Product: [C:1]([C:3]1[CH:4]=[CH:5][C:6]([C@@H:13]2[C:18]([C:19]#[N:20])=[C:17]([CH3:21])[N:16]([C:22]3[CH:27]=[CH:26][CH:25]=[C:24]([C:28]([F:31])([F:30])[F:29])[CH:23]=3)[C:15](=[O:32])[N:14]2[CH3:33])=[C:7]([S:9]([N:34]([CH2:38][CH2:39][OH:40])[CH2:35][CH2:36][OH:37])(=[O:11])=[O:10])[CH:8]=1)#[N:2]. The catalyst class is: 1. (2) Reactant: [N:1]([CH:4]([C:6]1[N:7]=[C:8]2[S:22][CH:21]=[CH:20][N:9]2[C:10](=[O:19])[C:11]=1[C:12]1[CH:17]=[CH:16][CH:15]=[C:14]([F:18])[CH:13]=1)[CH3:5])=[N+]=[N-].CP(C)C.C(OCC)(=O)C. Product: [NH2:1][CH:4]([C:6]1[N:7]=[C:8]2[S:22][CH:21]=[CH:20][N:9]2[C:10](=[O:19])[C:11]=1[C:12]1[CH:17]=[CH:16][CH:15]=[C:14]([F:18])[CH:13]=1)[CH3:5]. The catalyst class is: 30. (3) Reactant: C[O:2][C:3]1[C:8]([C:9]2[O:10][C:11]([C:14]3[N:19]=[C:18]([NH:20][C:21]4[CH:26]=[C:25]([CH3:27])[CH:24]=[CH:23][N:22]=4)[CH:17]=[CH:16][CH:15]=3)=[CH:12][N:13]=2)=[CH:7][CH:6]=[CH:5][N:4]=1.Cl.O. Product: [CH3:27][C:25]1[CH:24]=[CH:23][N:22]=[C:21]([NH:20][C:18]2[N:19]=[C:14]([C:11]3[O:10][C:9]([C:8]4[C:3](=[O:2])[NH:4][CH:5]=[CH:6][CH:7]=4)=[N:13][CH:12]=3)[CH:15]=[CH:16][CH:17]=2)[CH:26]=1. The catalyst class is: 14. (4) Reactant: [F:1][C:2]([F:21])([F:20])[C:3]([NH:5][CH:6]1[C:14]2[C:9](=[CH:10][CH:11]=[C:12]([O:15][CH:16]([CH3:18])[CH3:17])[CH:13]=2)[C:8](=[O:19])[CH2:7]1)=[O:4].CCC(C)[BH-](C(C)CC)C(C)CC.[Li+]. The catalyst class is: 1. Product: [F:1][C:2]([F:20])([F:21])[C:3]([NH:5][C@H:6]1[C:14]2[C:9](=[CH:10][CH:11]=[C:12]([O:15][CH:16]([CH3:17])[CH3:18])[CH:13]=2)[C@@H:8]([OH:19])[CH2:7]1)=[O:4]. (5) Reactant: [N+:1]([C:4]1[C:5]([CH3:21])=[C:6]2[C:11](=[C:12]([CH3:15])[C:13]=1[CH3:14])[O:10][C:9]([CH2:17][O:18][CH3:19])([CH3:16])[CH2:8][C:7]2=[O:20])([O-:3])=[O:2].CO.[BH4-].[Na+]. Product: [N+:1]([C:4]1[C:5]([CH3:21])=[C:6]2[C:11](=[C:12]([CH3:15])[C:13]=1[CH3:14])[O:10][C:9]([CH2:17][O:18][CH3:19])([CH3:16])[CH2:8][CH:7]2[OH:20])([O-:3])=[O:2]. The catalyst class is: 6.